From a dataset of Forward reaction prediction with 1.9M reactions from USPTO patents (1976-2016). Predict the product of the given reaction. (1) Given the reactants [CH3:1][C:2]1[CH:7]=[CH:6][N:5]=[CH:4][C:3]=1[N:8]1[CH2:12][CH2:11][NH:10][C:9]1=[O:13].Br[C:15]1[CH:20]=[CH:19][CH:18]=[C:17]([O:21][CH3:22])[CH:16]=1.N[C@@H]1CCCC[C@H]1N.P([O-])([O-])([O-])=O.[K+].[K+].[K+], predict the reaction product. The product is: [CH3:22][O:21][C:17]1[CH:16]=[C:15]([N:10]2[CH2:11][CH2:12][N:8]([C:3]3[CH:4]=[N:5][CH:6]=[CH:7][C:2]=3[CH3:1])[C:9]2=[O:13])[CH:20]=[CH:19][CH:18]=1. (2) Given the reactants F[C:2](F)(F)[C:3]([N:5]1[CH2:11][CH2:10][C:9]2[CH:12]=[CH:13][C:14]([CH2:16][NH:17][C:18](=[O:24])[O:19][C:20]([CH3:23])([CH3:22])[CH3:21])=[CH:15][C:8]=2[CH2:7][CH2:6]1)=O.[OH-].[Na+].[CH3:29][C:30](O)=O.C1(=O)CCC1.[BH-](OC(C)=O)(OC(C)=O)OC(C)=O.[Na+], predict the reaction product. The product is: [CH:3]1([N:5]2[CH2:11][CH2:10][C:9]3[CH:12]=[CH:13][C:14]([CH2:16][NH:17][C:18](=[O:24])[O:19][C:20]([CH3:23])([CH3:22])[CH3:21])=[CH:15][C:8]=3[CH2:7][CH2:6]2)[CH2:30][CH2:29][CH2:2]1. (3) Given the reactants [OH:1][C:2]1[CH:3]=[C:4]([CH2:8][N:9]2[CH2:14][CH2:13][N:12]([C:15]3[C:20]([C:21]([O:23][CH:24]([CH3:26])[CH3:25])=[O:22])=[CH:19][CH:18]=[CH:17][N:16]=3)[CH2:11][CH2:10]2)[CH:5]=[CH:6][CH:7]=1.[CH3:27][O:28][C:29]1[CH:34]=[CH:33][CH:32]=[CH:31][C:30]=1[CH2:35]O.C1(P(C2C=CC=CC=2)C2C=CC=CC=2)C=CC=CC=1.[Cl:56]CCl, predict the reaction product. The product is: [ClH:56].[CH3:25][CH:24]([O:23][C:21]([C:20]1[C:15]([N:12]2[CH2:13][CH2:14][N:9]([CH2:8][C:4]3[CH:5]=[CH:6][CH:7]=[C:2]([O:1][CH2:35][C:30]4[CH:31]=[CH:32][CH:33]=[CH:34][C:29]=4[O:28][CH3:27])[CH:3]=3)[CH2:10][CH2:11]2)=[N:16][CH:17]=[CH:18][CH:19]=1)=[O:22])[CH3:26]. (4) Given the reactants [Cl:1][C:2]1[CH:7]=[CH:6][C:5]([O:8][C:9]2[CH:14]=[CH:13][C:12]([CH:15](Cl)[CH3:16])=[CH:11][CH:10]=2)=[CH:4][C:3]=1[C:18]([F:21])([F:20])[F:19].C([O-])([O-])=O.[K+].[K+].[CH3:28][N:29]1[CH:33]=[C:32]([CH2:34][C:35]2[C:36](=[O:42])[NH:37][C:38](=[S:41])[NH:39][CH:40]=2)[CH:31]=[N:30]1, predict the reaction product. The product is: [Cl:1][C:2]1[CH:7]=[CH:6][C:5]([O:8][C:9]2[CH:14]=[CH:13][C:12]([CH:15]([S:41][C:38]3[NH:39][CH:40]=[C:35]([CH2:34][C:32]4[CH:31]=[N:30][N:29]([CH3:28])[CH:33]=4)[C:36](=[O:42])[N:37]=3)[CH3:16])=[CH:11][CH:10]=2)=[CH:4][C:3]=1[C:18]([F:21])([F:20])[F:19]. (5) Given the reactants Br[C:2]1[N:3]=[CH:4][C:5]([NH:8][C:9](=[O:28])[C@@H:10]([C:17]2[CH:22]=[CH:21][C:20]([S:23]([CH3:26])(=[O:25])=[O:24])=[C:19]([Cl:27])[CH:18]=2)[CH2:11][CH:12]2[CH2:16][CH2:15][CH2:14][CH2:13]2)=[N:6][CH:7]=1.C(N(CC)C(C)C)(C)C.[CH3:38][O:39][CH2:40][C:41]#[CH:42], predict the reaction product. The product is: [Cl:27][C:19]1[CH:18]=[C:17]([C@@H:10]([CH2:11][CH:12]2[CH2:16][CH2:15][CH2:14][CH2:13]2)[C:9]([NH:8][C:5]2[CH:4]=[N:3][C:2]([C:42]#[C:41][CH2:40][O:39][CH3:38])=[CH:7][N:6]=2)=[O:28])[CH:22]=[CH:21][C:20]=1[S:23]([CH3:26])(=[O:25])=[O:24]. (6) Given the reactants [Br:1][C:2]1[CH:3]=[C:4]([CH3:9])[C:5](F)=[N:6][CH:7]=1.[NH:10]1[CH2:15][CH2:14][O:13][CH2:12][CH2:11]1.C([O-])([O-])=O.[K+].[K+].O, predict the reaction product. The product is: [Br:1][C:2]1[CH:3]=[C:4]([CH3:9])[C:5]([N:10]2[CH2:15][CH2:14][O:13][CH2:12][CH2:11]2)=[N:6][CH:7]=1. (7) The product is: [CH2:11]([O:13][C:14]([CH:16]1[C:24]2[C:19](=[CH:20][C:21]([NH:25][C:2]3[C:7]([N+:8]([O-:10])=[O:9])=[CH:6][CH:5]=[CH:4][N:3]=3)=[CH:22][CH:23]=2)[C:18](=[O:26])[CH2:17]1)=[O:15])[CH3:12]. Given the reactants Cl[C:2]1[C:7]([N+:8]([O-:10])=[O:9])=[CH:6][CH:5]=[CH:4][N:3]=1.[CH2:11]([O:13][C:14]([CH:16]1[C:24]2[C:19](=[CH:20][C:21]([NH2:25])=[CH:22][CH:23]=2)[C:18](=[O:26])[CH2:17]1)=[O:15])[CH3:12].Cl, predict the reaction product. (8) Given the reactants [C:1]([O:5][C:6]([N:8]1[C@@H:12](/[CH:13]=[CH:14]\[C:15]2([C:18]3[CH:23]=[CH:22][C:21]([Cl:24])=[CH:20][CH:19]=3)[CH2:17][CH2:16]2)[CH2:11][O:10][C:9]1([CH3:26])[CH3:25])=[O:7])([CH3:4])([CH3:3])[CH3:2], predict the reaction product. The product is: [C:1]([O:5][C:6]([N:8]1[C@@H:12]([CH2:13][CH2:14][C:15]2([C:18]3[CH:19]=[CH:20][C:21]([Cl:24])=[CH:22][CH:23]=3)[CH2:17][CH2:16]2)[CH2:11][O:10][C:9]1([CH3:26])[CH3:25])=[O:7])([CH3:4])([CH3:2])[CH3:3]. (9) Given the reactants [OH-].[Na+].[OH:3][C:4]1([CH3:32])[CH2:9][CH2:8][N:7]([C:10]2[N:15]=[C:14]([C:16]([NH:18][C:19]3[C:20]([CH3:30])=[C:21]([CH:26]=[CH:27][C:28]=3[CH3:29])[C:22]([O:24]C)=[O:23])=[O:17])[C:13]([CH3:31])=[CH:12][CH:11]=2)[CH2:6][CH2:5]1.CO, predict the reaction product. The product is: [OH:3][C:4]1([CH3:32])[CH2:5][CH2:6][N:7]([C:10]2[N:15]=[C:14]([C:16]([NH:18][C:19]3[C:20]([CH3:30])=[C:21]([CH:26]=[CH:27][C:28]=3[CH3:29])[C:22]([OH:24])=[O:23])=[O:17])[C:13]([CH3:31])=[CH:12][CH:11]=2)[CH2:8][CH2:9]1.